From a dataset of Peptide-MHC class I binding affinity with 185,985 pairs from IEDB/IMGT. Regression. Given a peptide amino acid sequence and an MHC pseudo amino acid sequence, predict their binding affinity value. This is MHC class I binding data. (1) The binding affinity (normalized) is 0.449. The peptide sequence is TILTLTVAWR. The MHC is HLA-A31:01 with pseudo-sequence HLA-A31:01. (2) The peptide sequence is ALTSLGLLY. The MHC is HLA-A01:01 with pseudo-sequence HLA-A01:01. The binding affinity (normalized) is 0.427. (3) The MHC is HLA-A68:01 with pseudo-sequence HLA-A68:01. The peptide sequence is KFLPDLYDYK. The binding affinity (normalized) is 0.424. (4) The peptide sequence is CYDLMSFLE. The MHC is HLA-A24:03 with pseudo-sequence HLA-A24:03. The binding affinity (normalized) is 0.0847. (5) The peptide sequence is FVRQCFNPM. The MHC is HLA-B83:01 with pseudo-sequence HLA-B83:01. The binding affinity (normalized) is 0.213.